Dataset: Full USPTO retrosynthesis dataset with 1.9M reactions from patents (1976-2016). Task: Predict the reactants needed to synthesize the given product. (1) Given the product [F:47][C:44]1[CH:45]=[CH:46][C:41]([CH:37]([C:38]([N:25]2[CH2:26][CH2:27][N:22]([C:20]3[C:21]4[C@H:13]([CH3:12])[S:14][CH2:15][C:16]=4[N:17]=[CH:18][N:19]=3)[CH2:23][CH2:24]2)=[O:39])[CH2:36][N:35]([CH:48]([CH3:49])[CH3:50])[C:33](=[O:34])[O:32][C:28]([CH3:30])([CH3:29])[CH3:31])=[CH:42][CH:43]=1, predict the reactants needed to synthesize it. The reactants are: CCN(C(C)C)C(C)C.Cl.Cl.[CH3:12][C@H:13]1[C:21]2[C:20]([N:22]3[CH2:27][CH2:26][NH:25][CH2:24][CH2:23]3)=[N:19][CH:18]=[N:17][C:16]=2[CH2:15][S:14]1.[C:28]([O:32][C:33]([N:35]([CH:48]([CH3:50])[CH3:49])[CH2:36][CH:37]([C:41]1[CH:46]=[CH:45][C:44]([F:47])=[CH:43][CH:42]=1)[C:38](O)=[O:39])=[O:34])([CH3:31])([CH3:30])[CH3:29].F[P-](F)(F)(F)(F)F.N1(OC(N(C)C)=[N+](C)C)C2C=CC=CC=2N=N1. (2) Given the product [F:1][C:2]1[C:10]2[CH:9]=[C:8]([B:16]([OH:21])[OH:17])[S:7][C:6]=2[CH:5]=[CH:4][CH:3]=1, predict the reactants needed to synthesize it. The reactants are: [F:1][C:2]1[C:10]2[CH:9]=[CH:8][S:7][C:6]=2[CH:5]=[CH:4][CH:3]=1.C([Li])CCC.[B:16](OC(C)C)([O:21]C(C)C)[O:17]C(C)C.Cl. (3) Given the product [Cl:11][C:12]1[CH:13]=[C:14]([CH:33]=[C:34]([F:36])[CH:35]=1)[CH2:15][NH:16][C:17]([C:19]1([OH:1])[CH2:25][CH2:24][CH2:23][CH2:22][N:21]([C:26]2[CH:27]=[CH:28][CH:29]=[CH:30][CH:31]=2)[C:20]1=[O:32])=[O:18], predict the reactants needed to synthesize it. The reactants are: [O-:1]CC.[Na+].C(OO)(C)(C)C.[Cl:11][C:12]1[CH:13]=[C:14]([CH:33]=[C:34]([F:36])[CH:35]=1)[CH2:15][NH:16][C:17]([CH:19]1[CH2:25][CH2:24][CH2:23][CH2:22][N:21]([C:26]2[CH:31]=[CH:30][CH:29]=[CH:28][CH:27]=2)[C:20]1=[O:32])=[O:18]. (4) Given the product [CH3:24][CH:23]([CH3:25])[C@H:18]([N:13]1[CH2:12][C:11]2[C:15](=[CH:16][C:8]([C:5]3[CH:4]=[CH:3][C:2]([NH:1][C:38]([C:28]4[N:29]=[C:30]([C:32]5[CH:37]=[CH:36][CH:35]=[CH:34][CH:33]=5)[O:31][C:27]=4[CH3:26])=[O:39])=[CH:7][N:6]=3)=[CH:9][CH:10]=2)[C:14]1=[O:17])[C:19]([O:21][CH3:22])=[O:20], predict the reactants needed to synthesize it. The reactants are: [NH2:1][C:2]1[CH:3]=[CH:4][C:5]([C:8]2[CH:16]=[C:15]3[C:11]([CH2:12][N:13]([C@@H:18]([CH:23]([CH3:25])[CH3:24])[C:19]([O:21][CH3:22])=[O:20])[C:14]3=[O:17])=[CH:10][CH:9]=2)=[N:6][CH:7]=1.[CH3:26][C:27]1[O:31][C:30]([C:32]2[CH:37]=[CH:36][CH:35]=[CH:34][CH:33]=2)=[N:29][C:28]=1[C:38](O)=[O:39]. (5) Given the product [CH3:1][C:2]1[CH:3]=[C:4]([C:16]2[S:20][C:19]([CH2:21][CH:22]3[CH2:27][CH2:26][CH:25]([C:28]([O:30][CH2:31][CH3:32])=[O:29])[CH2:24][CH2:23]3)=[N:18][CH:17]=2)[CH:5]=[C:6]([NH:8][C:9]2[N:14]=[C:13]([CH3:15])[CH:12]=[CH:11][N:10]=2)[CH:7]=1, predict the reactants needed to synthesize it. The reactants are: [CH3:1][C:2]1[CH:3]=[C:4]([C:16]2[S:20][C:19]([CH:21]=[C:22]3[CH2:27][CH2:26][CH:25]([C:28]([O:30][CH2:31][CH3:32])=[O:29])[CH2:24][CH2:23]3)=[N:18][CH:17]=2)[CH:5]=[C:6]([NH:8][C:9]2[N:14]=[C:13]([CH3:15])[CH:12]=[CH:11][N:10]=2)[CH:7]=1. (6) Given the product [CH2:3]([O:7][C:8]1[CH:13]=[C:12](/[CH:14]=[C:15](\[CH2:21][CH3:22])/[C:16]([OH:18])=[O:17])[CH:11]=[CH:10][C:9]=1[C:23]1[CH:28]=[CH:27][CH:26]=[C:25]([N:29]([CH3:40])[C:30]([NH:32][CH2:33][CH2:34][CH2:35][CH2:36][CH2:37][CH2:38][CH3:39])=[O:31])[CH:24]=1)[CH2:4][CH2:5][CH3:6], predict the reactants needed to synthesize it. The reactants are: [OH-].[Na+].[CH2:3]([O:7][C:8]1[CH:13]=[C:12](/[CH:14]=[C:15](\[CH2:21][CH3:22])/[C:16]([O:18]CC)=[O:17])[CH:11]=[CH:10][C:9]=1[C:23]1[CH:28]=[CH:27][CH:26]=[C:25]([N:29]([CH3:40])[C:30]([NH:32][CH2:33][CH2:34][CH2:35][CH2:36][CH2:37][CH2:38][CH3:39])=[O:31])[CH:24]=1)[CH2:4][CH2:5][CH3:6]. (7) Given the product [OH-:5].[NH4+:8].[NH2:8][C@@H:9]([CH:53]([CH3:55])[CH3:54])[C:10]([O:12][CH2:13][C:14]([N:16]1[CH2:21][CH2:20][N:19]([CH2:22][C:23]2[CH:24]=[N:25][C:26]([C:29]3[S:37][C:36]4[C:31](=[N:32][CH:33]=[CH:34][C:35]=4[O:38][C:39]4[CH:44]=[CH:43][C:42]([NH:45][C:46]([NH:48][CH:49]5[CH2:50][CH2:51]5)=[O:47])=[CH:41][C:40]=4[F:52])[CH:30]=3)=[CH:27][CH:28]=2)[CH2:18][CH2:17]1)=[O:15])=[O:11], predict the reactants needed to synthesize it. The reactants are: C([O:5]C([NH:8][C@@H:9]([CH:53]([CH3:55])[CH3:54])[C:10]([O:12][CH2:13][C:14]([N:16]1[CH2:21][CH2:20][N:19]([CH2:22][C:23]2[CH:24]=[N:25][C:26]([C:29]3[S:37][C:36]4[C:31](=[N:32][CH:33]=[CH:34][C:35]=4[O:38][C:39]4[CH:44]=[CH:43][C:42]([NH:45][C:46]([NH:48][CH:49]5[CH2:51][CH2:50]5)=[O:47])=[CH:41][C:40]=4[F:52])[CH:30]=3)=[CH:27][CH:28]=2)[CH2:18][CH2:17]1)=[O:15])=[O:11])=O)(C)(C)C.Cl.